This data is from Peptide-MHC class I binding affinity with 185,985 pairs from IEDB/IMGT. The task is: Regression. Given a peptide amino acid sequence and an MHC pseudo amino acid sequence, predict their binding affinity value. This is MHC class I binding data. The peptide sequence is ITVGMLIYSM. The MHC is HLA-A02:06 with pseudo-sequence HLA-A02:06. The binding affinity (normalized) is 0.577.